From a dataset of TCR-epitope binding with 47,182 pairs between 192 epitopes and 23,139 TCRs. Binary Classification. Given a T-cell receptor sequence (or CDR3 region) and an epitope sequence, predict whether binding occurs between them. (1) The epitope is EEHVQIHTI. The TCR CDR3 sequence is CSVEDRRPDEQFF. Result: 0 (the TCR does not bind to the epitope). (2) The epitope is AVFDRKSDAK. The TCR CDR3 sequence is CASSMGGQTYGYTF. Result: 1 (the TCR binds to the epitope). (3) The epitope is IVTDFSVIK. The TCR CDR3 sequence is CATSSRAADEAFF. Result: 1 (the TCR binds to the epitope). (4) The epitope is VTEHDTLLY. The TCR CDR3 sequence is CASSPTGGSSYEQYF. Result: 1 (the TCR binds to the epitope). (5) The epitope is NEGVKAAW. Result: 0 (the TCR does not bind to the epitope). The TCR CDR3 sequence is CASSLDILAFF. (6) The TCR CDR3 sequence is CASNDRGNGYTF. Result: 1 (the TCR binds to the epitope). The epitope is GILGFVFTL.